Dataset: Forward reaction prediction with 1.9M reactions from USPTO patents (1976-2016). Task: Predict the product of the given reaction. (1) The product is: [CH3:1][O:2][C:3]1[CH:22]=[CH:21][CH:20]=[C:19]([O:23][CH3:24])[C:4]=1[CH2:5][NH:6][C:7]([NH:9][C:10]1[S:11][C:12]2[CH2:13][N:14]([S:31]([C:25]3[CH:30]=[CH:29][CH:28]=[CH:27][CH:26]=3)(=[O:33])=[O:32])[CH2:15][CH2:16][C:17]=2[N:18]=1)=[NH:8]. Given the reactants [CH3:1][O:2][C:3]1[CH:22]=[CH:21][CH:20]=[C:19]([O:23][CH3:24])[C:4]=1[CH2:5][NH:6][C:7]([NH:9][C:10]1[S:11][C:12]2[CH2:13][NH:14][CH2:15][CH2:16][C:17]=2[N:18]=1)=[NH:8].[C:25]1([S:31](Cl)(=[O:33])=[O:32])[CH:30]=[CH:29][CH:28]=[CH:27][CH:26]=1, predict the reaction product. (2) Given the reactants C[O:2][C:3]([C:5]1[CH:14]=[CH:13][C:12]2[C:7](=[CH:8][CH:9]=[C:10]([O:17][CH2:18][C:19]([O:21]C)=[O:20])[C:11]=2[CH:15]=O)[CH:6]=1)=[O:4].[F:23][C:24]([F:35])([F:34])[O:25][C:26]1[CH:33]=[CH:32][C:29]([CH2:30][NH2:31])=[CH:28][CH:27]=1, predict the reaction product. The product is: [C:19]([CH2:18][O:17][C:10]1[C:11]([CH2:15][NH:31][CH2:30][C:29]2[CH:32]=[CH:33][C:26]([O:25][C:24]([F:23])([F:34])[F:35])=[CH:27][CH:28]=2)=[C:12]2[C:7](=[CH:8][CH:9]=1)[CH:6]=[C:5]([C:3]([OH:2])=[O:4])[CH:14]=[CH:13]2)([OH:21])=[O:20]. (3) The product is: [CH2:1]([O:8][C:9]1[CH:17]=[CH:16][C:12]([CH2:13][N:14]([CH3:15])[C:19](=[O:27])[CH2:20][CH2:21][CH2:22][CH2:23][CH2:24][CH2:25][CH3:26])=[CH:11][C:10]=1[Br:18])[C:2]1[CH:7]=[CH:6][CH:5]=[CH:4][CH:3]=1. Given the reactants [CH2:1]([O:8][C:9]1[CH:17]=[CH:16][C:12]([CH2:13][NH:14][CH3:15])=[CH:11][C:10]=1[Br:18])[C:2]1[CH:7]=[CH:6][CH:5]=[CH:4][CH:3]=1.[C:19](Cl)(=[O:27])[CH2:20][CH2:21][CH2:22][CH2:23][CH2:24][CH2:25][CH3:26], predict the reaction product. (4) Given the reactants [Si:1]([O:8][C@@H:9]1[CH2:14][CH2:13][C@H:12]([NH:15]C(=O)OCC2C=CC=CC=2)[C@H:11]([C:26]([CH3:28])=[CH2:27])[CH2:10]1)([C:4]([CH3:7])([CH3:6])[CH3:5])([CH3:3])[CH3:2], predict the reaction product. The product is: [Si:1]([O:8][C@@H:9]1[CH2:14][CH2:13][C@H:12]([NH2:15])[C@H:11]([CH:26]([CH3:28])[CH3:27])[CH2:10]1)([C:4]([CH3:7])([CH3:6])[CH3:5])([CH3:2])[CH3:3]. (5) Given the reactants C([O:3][C:4]([C:6]1[C:14]2[N:13]=[C:12]([C:15](=[O:26])[NH:16][CH:17]3[CH2:22][CH2:21][N:20]([CH:23]([CH3:25])[CH3:24])[CH2:19][CH2:18]3)[NH:11][C:10]=2[CH:9]=[CH:8][C:7]=1[O:27][CH2:28][C:29]([F:32])([F:31])[F:30])=[O:5])C.[Cl:33][C:34]1[S:38][C:37]([C:39]2[O:43][N:42]=[C:41]([CH2:44]OS(C)(=O)=O)[CH:40]=2)=[CH:36][CH:35]=1, predict the reaction product. The product is: [Cl:33][C:34]1[S:38][C:37]([C:39]2[O:43][N:42]=[C:41]([CH2:44][N:11]3[C:10]4[CH:9]=[CH:8][C:7]([O:27][CH2:28][C:29]([F:32])([F:31])[F:30])=[C:6]([C:4]([OH:3])=[O:5])[C:14]=4[N:13]=[C:12]3[C:15](=[O:26])[NH:16][CH:17]3[CH2:22][CH2:21][N:20]([CH:23]([CH3:24])[CH3:25])[CH2:19][CH2:18]3)[CH:40]=2)=[CH:36][CH:35]=1. (6) Given the reactants C[O:2][C:3](=O)[CH2:4][C:5]([NH:7][C:8]1[CH:13]=[CH:12][C:11]([O:14][CH2:15][C:16]2[CH:21]=[CH:20][CH:19]=[C:18]([F:22])[CH:17]=2)=[C:10]([CH3:23])[CH:9]=1)=[O:6].[NH3:25], predict the reaction product. The product is: [F:22][C:18]1[CH:17]=[C:16]([CH:21]=[CH:20][CH:19]=1)[CH2:15][O:14][C:11]1[CH:12]=[CH:13][C:8]([NH:7][C:5](=[O:6])[CH2:4][C:3]([NH2:25])=[O:2])=[CH:9][C:10]=1[CH3:23]. (7) Given the reactants BrC1C(C)=C(C(OC)=C(C(C)(C)C)C=1)C(OC)=O.COC1C=CC(B(O)O)=C(C)C=1.[C:31]([C:35]1[C:36]([O:55]C)=[C:37]([C:51]([O:53]C)=[O:52])[C:38]([CH3:50])=[C:39]([C:41]2[CH:46]=[CH:45][C:44]([O:47][CH3:48])=[CH:43][C:42]=2[CH3:49])[CH:40]=1)([CH3:34])([CH3:33])[CH3:32], predict the reaction product. The product is: [C:31]([C:35]1[C:36]([OH:55])=[C:37]([C:51]([OH:53])=[O:52])[C:38]([CH3:50])=[C:39]([C:41]2[CH:46]=[CH:45][C:44]([O:47][CH3:48])=[CH:43][C:42]=2[CH3:49])[CH:40]=1)([CH3:34])([CH3:32])[CH3:33]. (8) Given the reactants C1C2C(COC([N:18]3[CH2:23][CH2:22][N:21]([C:24]([O:26][C:27]([CH3:30])([CH3:29])[CH3:28])=[O:25])[CH2:20][CH:19]3[C:31]([OH:33])=O)=O)C3C(=CC=CC=3)C=2C=CC=1.[Cl:34][C:35]1[CH:36]=[C:37]([CH:42]=[CH:43][CH:44]=1)[C:38]([NH:40]O)=[NH:39].C1C=CC2N(O)N=NC=2C=1.CCN=C=NCCCN(C)C, predict the reaction product. The product is: [C:27]([O:26][C:24]([N:21]1[CH2:22][CH2:23][NH:18][CH:19]([C:31]2[O:33][N:40]=[C:38]([C:37]3[CH:42]=[CH:43][CH:44]=[C:35]([Cl:34])[CH:36]=3)[N:39]=2)[CH2:20]1)=[O:25])([CH3:28])([CH3:29])[CH3:30]. (9) Given the reactants [C:1]([O:5][C:6]([N:8]1[C@H:13]([C:14]([OH:16])=O)[CH2:12][C@@H:11]2[C@H:9]1[CH2:10]2)=[O:7])([CH3:4])([CH3:3])[CH3:2].C1CCC(N=C=NC2CCCCC2)CC1.[CH3:32][C:33]1([CH3:40])[CH2:38][CH2:37][CH2:36][N:35]([NH2:39])[CH2:34]1, predict the reaction product. The product is: [C:1]([O:5][C:6]([N:8]1[C@H:13]([C:14](=[O:16])[NH:39][N:35]2[CH2:36][CH2:37][CH2:38][C:33]([CH3:40])([CH3:32])[CH2:34]2)[CH2:12][C@@H:11]2[C@H:9]1[CH2:10]2)=[O:7])([CH3:2])([CH3:3])[CH3:4].